From a dataset of NCI-60 drug combinations with 297,098 pairs across 59 cell lines. Regression. Given two drug SMILES strings and cell line genomic features, predict the synergy score measuring deviation from expected non-interaction effect. Drug 1: C1CCC(CC1)NC(=O)N(CCCl)N=O. Drug 2: C1=NC(=NC(=O)N1C2C(C(C(O2)CO)O)O)N. Cell line: HOP-92. Synergy scores: CSS=28.4, Synergy_ZIP=-4.97, Synergy_Bliss=-2.04, Synergy_Loewe=-1.57, Synergy_HSA=-0.0924.